Dataset: Catalyst prediction with 721,799 reactions and 888 catalyst types from USPTO. Task: Predict which catalyst facilitates the given reaction. (1) Reactant: Cl[C:2]1[N:7]=[C:6]([NH:8][C@H:9]([CH2:13][CH:14]([CH3:16])[CH3:15])[C:10]([NH2:12])=[O:11])[CH:5]=[N:4][C:3]=1[C:17]#[N:18].[NH2:19][C:20]1[CH:28]=[CH:27][CH:26]=[C:25]2[C:21]=1[CH:22]=[CH:23][N:24]2[CH3:29].C([O-])([O-])=O.[K+].[K+].C1C=CC(P(C2C(C3C(P(C4C=CC=CC=4)C4C=CC=CC=4)=CC=C4C=3C=CC=C4)=C3C(C=CC=C3)=CC=2)C2C=CC=CC=2)=CC=1. Product: [C:17]([C:3]1[N:4]=[CH:5][C:6]([NH:8][C@H:9]([CH2:13][CH:14]([CH3:16])[CH3:15])[C:10]([NH2:12])=[O:11])=[N:7][C:2]=1[NH:19][C:20]1[CH:28]=[CH:27][CH:26]=[C:25]2[C:21]=1[CH:22]=[CH:23][N:24]2[CH3:29])#[N:18]. The catalyst class is: 231. (2) Product: [CH3:3][O:4][C:5]1[CH:14]=[CH:13][C:8]([C:9]([OH:11])=[O:10])=[CH:7][N:6]=1. The catalyst class is: 5. Reactant: [OH-].[Na+].[CH3:3][O:4][C:5]1[CH:14]=[CH:13][C:8]([C:9]([O:11]C)=[O:10])=[CH:7][N:6]=1. (3) Reactant: [OH:1][C:2]1[CH:7]=[CH:6][C:5](B(O)O)=[C:4]([CH3:11])[CH:3]=1.I[C:13]1[C:21]2[C:16](=[N:17][CH:18]=[N:19][C:20]=2[NH2:22])[N:15]([CH:23]([CH3:25])[CH3:24])[N:14]=1.C([O-])([O-])=O.[Na+].[Na+]. Product: [NH2:22][C:20]1[N:19]=[CH:18][N:17]=[C:16]2[N:15]([CH:23]([CH3:25])[CH3:24])[N:14]=[C:13]([C:5]3[CH:6]=[CH:7][C:2]([OH:1])=[CH:3][C:4]=3[CH3:11])[C:21]=12. The catalyst class is: 414.